Dataset: Catalyst prediction with 721,799 reactions and 888 catalyst types from USPTO. Task: Predict which catalyst facilitates the given reaction. (1) Reactant: [C:1]([O:4][CH2:5][C:6]([N:8]1[CH2:17][CH2:16][C:15]2[C:10](=[CH:11][CH:12]=[C:13]([C:18]3[CH:23]=[CH:22][C:21]([CH2:24][CH2:25][O:26][Si](C(C)(C)C)(C)C)=[CH:20][CH:19]=3)[CH:14]=2)[CH2:9]1)=[O:7])(=[O:3])[CH3:2].Br.C([O-])(O)=O.[Na+]. Product: [C:1]([O:4][CH2:5][C:6]([N:8]1[CH2:17][CH2:16][C:15]2[C:10](=[CH:11][CH:12]=[C:13]([C:18]3[CH:19]=[CH:20][C:21]([CH2:24][CH2:25][OH:26])=[CH:22][CH:23]=3)[CH:14]=2)[CH2:9]1)=[O:7])(=[O:3])[CH3:2]. The catalyst class is: 1. (2) The catalyst class is: 10. Product: [C:1]([O:5][C:6]([N:8]1[CH2:12][CH2:11][C@@H:10]([N:26]2[CH2:27][CH2:28][CH2:29][C@@H:25]2[CH3:24])[CH2:9]1)=[O:7])([CH3:2])([CH3:3])[CH3:4]. Reactant: [C:1]([O:5][C:6]([N:8]1[CH2:12][CH2:11][C@H:10](OS(C2C=CC(C)=CC=2)(=O)=O)[CH2:9]1)=[O:7])([CH3:4])([CH3:3])[CH3:2].[CH3:24][C@H:25]1[CH2:29][CH2:28][CH2:27][NH:26]1.C([O-])([O-])=O.[K+].[K+].O.